Dataset: Reaction yield outcomes from USPTO patents with 853,638 reactions. Task: Predict the reaction yield, written as a fraction of the theoretical maximum amount of product (1.0 means a 100% yield; for example, 0.34 means a 34% yield). (1) The reactants are Cl[CH2:2][C:3]([NH:5][C:6]1[N:7]=[C:8]2[CH:13]=[CH:12][C:11]([O:14][C:15]3[CH:16]=[C:17]([NH:21][C:22](=[O:34])[C:23]4[CH:28]=[CH:27][CH:26]=[C:25]([C:29]5([C:32]#[N:33])[CH2:31][CH2:30]5)[CH:24]=4)[CH:18]=[CH:19][CH:20]=3)=[N:10][N:9]2[CH:35]=1)=[O:4].[NH:36]1[CH2:41][CH2:40][O:39][CH2:38][CH2:37]1. The catalyst is C(#N)C. The product is [C:32]([C:29]1([C:25]2[CH:24]=[C:23]([CH:28]=[CH:27][CH:26]=2)[C:22]([NH:21][C:17]2[CH:18]=[CH:19][CH:20]=[C:15]([O:14][C:11]3[CH:12]=[CH:13][C:8]4[N:9]([CH:35]=[C:6]([NH:5][C:3](=[O:4])[CH2:2][N:36]5[CH2:41][CH2:40][O:39][CH2:38][CH2:37]5)[N:7]=4)[N:10]=3)[CH:16]=2)=[O:34])[CH2:31][CH2:30]1)#[N:33]. The yield is 0.790. (2) The reactants are Cl[C:2]1[C:7]([C:8]([F:11])([F:10])[F:9])=[CH:6][N:5]=[C:4]([NH:12][C:13]2[C:14]([O:26][CH3:27])=[CH:15][C:16]3[N:22]([CH3:23])[C:21](=[O:24])[O:20][CH2:19][CH2:18][C:17]=3[CH:25]=2)[N:3]=1.[CH3:28][O:29][C:30]1[CH:35]=[C:34]([N:36]2[CH2:41][CH2:40][O:39][CH2:38][CH2:37]2)[CH:33]=[CH:32][C:31]=1[NH2:42]. No catalyst specified. The product is [CH3:27][O:26][C:14]1[C:13]([NH:12][C:4]2[N:3]=[C:2]([NH:42][C:31]3[CH:32]=[CH:33][C:34]([N:36]4[CH2:37][CH2:38][O:39][CH2:40][CH2:41]4)=[CH:35][C:30]=3[O:29][CH3:28])[C:7]([C:8]([F:11])([F:10])[F:9])=[CH:6][N:5]=2)=[CH:25][C:17]2[CH2:18][CH2:19][O:20][C:21](=[O:24])[N:22]([CH3:23])[C:16]=2[CH:15]=1. The yield is 0.0900.